Dataset: Reaction yield outcomes from USPTO patents with 853,638 reactions. Task: Predict the reaction yield, written as a fraction of the theoretical maximum amount of product (1.0 means a 100% yield; for example, 0.34 means a 34% yield). The product is [CH3:10][O:11][C:12](=[O:24])[CH:13]=[CH:14][C:15]1[CH:16]=[CH:17][C:18]([C:2]2[CH:7]=[CH:6][C:5]([OH:8])=[CH:4][C:3]=2[CH3:9])=[CH:19][CH:20]=1. The yield is 0.200. The reactants are Br[C:2]1[CH:7]=[CH:6][C:5]([OH:8])=[CH:4][C:3]=1[CH3:9].[CH3:10][O:11][C:12](=[O:24])/[CH:13]=[CH:14]/[C:15]1[CH:20]=[CH:19][C:18](B(O)O)=[CH:17][CH:16]=1.CN(C=O)C.Cl. The catalyst is O.C1C=CC([P]([Pd]([P](C2C=CC=CC=2)(C2C=CC=CC=2)C2C=CC=CC=2)([P](C2C=CC=CC=2)(C2C=CC=CC=2)C2C=CC=CC=2)[P](C2C=CC=CC=2)(C2C=CC=CC=2)C2C=CC=CC=2)(C2C=CC=CC=2)C2C=CC=CC=2)=CC=1.